This data is from Full USPTO retrosynthesis dataset with 1.9M reactions from patents (1976-2016). The task is: Predict the reactants needed to synthesize the given product. (1) The reactants are: [NH2:1][C:2]1[CH:3]=[C:4]([C:10](=[O:12])[CH3:11])[CH:5]=[CH:6][C:7]=1[NH:8][CH3:9].[NH2:13][C:14]1[S:15][C:16]2[CH:22]=[C:21]([O:23][C:24]([F:27])([F:26])[F:25])[CH:20]=[CH:19][C:17]=2[N:18]=1.[C:28](N1C=CN=C1)(N1C=CN=C1)=S. Given the product [CH3:9][N:8]1[C:7]2[CH:6]=[CH:5][C:4]([C:10](=[O:12])[CH3:11])=[CH:3][C:2]=2[N:1]=[C:28]1[NH:13][C:14]1[S:15][C:16]2[CH:22]=[C:21]([O:23][C:24]([F:27])([F:25])[F:26])[CH:20]=[CH:19][C:17]=2[N:18]=1, predict the reactants needed to synthesize it. (2) Given the product [CH:7]([N:5]1[CH:6]=[C:2]([C:18]2[CH:19]=[CH:20][C:21]3[CH2:28][C@H:27]4[C@:29]5([CH2:33][N:32]([CH2:34][C:35]([F:38])([F:37])[F:36])[S:31](=[O:39])(=[O:40])[NH:30]5)[C@H:24]([CH2:25][CH2:26]4)[CH2:23][C:22]=3[CH:41]=2)[N:3]=[CH:4]1)([CH3:9])[CH3:8], predict the reactants needed to synthesize it. The reactants are: Br[C:2]1[N:3]=[CH:4][N:5]([CH:7]([CH3:9])[CH3:8])[CH:6]=1.CC1(C)C(C)(C)OB([C:18]2[CH:19]=[CH:20][C:21]3[CH2:28][C@H:27]4[C@:29]5([CH2:33][N:32]([CH2:34][C:35]([F:38])([F:37])[F:36])[S:31](=[O:40])(=[O:39])[NH:30]5)[C@H:24]([CH2:25][CH2:26]4)[CH2:23][C:22]=3[CH:41]=2)O1. (3) Given the product [NH2:17][C:10]1[CH:11]=[C:12]([CH:15]=[CH:16][C:9]=1[CH:6]1[N:3]2[CH:4]=[N:5][CH:1]=[C:2]2[CH2:8][CH2:7]1)[C:13]#[N:14], predict the reactants needed to synthesize it. The reactants are: [CH:1]1[N:5]=[CH:4][N:3]2[CH:6]([C:9]3[CH:16]=[CH:15][C:12]([C:13]#[N:14])=[CH:11][C:10]=3[N+:17]([O-])=O)[CH2:7][CH2:8][C:2]=12.CCO. (4) Given the product [CH2:33]([N:37]([CH2:68][C:69]1[CH:74]=[CH:73][C:72]([Cl:75])=[C:71]([Cl:76])[CH:70]=1)[C:38]([C:40]1[C:44]([Cl:45])=[C:43]([CH3:46])[N:42]([C:47]2[CH:62]=[CH:61][C:50]([C:51]([OH:53])=[O:52])=[CH:49][C:48]=2[C:63]([O:65][CH2:66][CH3:67])=[O:64])[N:41]=1)=[O:39])[CH2:34][CH2:35][CH3:36], predict the reactants needed to synthesize it. The reactants are: ClC1C(C(=O)N(CCCC)CCCC)=NN(C2C=CC(C(O)=O)=CC=2C(OCC)=O)C=1C.[CH2:33]([N:37]([CH2:68][C:69]1[CH:74]=[CH:73][C:72]([Cl:75])=[C:71]([Cl:76])[CH:70]=1)[C:38]([C:40]1[C:44]([Cl:45])=[C:43]([CH3:46])[N:42]([C:47]2[CH:62]=[CH:61][C:50]([C:51]([O:53]CC3C=CC=CC=3)=[O:52])=[CH:49][C:48]=2[C:63]([O:65][CH2:66][CH3:67])=[O:64])[N:41]=1)=[O:39])[CH2:34][CH2:35][CH3:36]. (5) Given the product [F:1][C:2]([F:21])([F:20])[C:3]1[CH:8]=[C:7]([C:9]([F:12])([F:11])[F:10])[CH:6]=[CH:5][C:4]=1[C:13]1[CH:17]=[C:16]([CH2:18][N:35]2[CH:34]=[C:33]3[N:39]=[C:30]([C:24]4[CH:25]=[CH:26][CH:27]=[C:28]([F:29])[C:23]=4[F:22])[N:31]=[C:32]3[C:37]([NH2:38])=[N:36]2)[O:15][N:14]=1, predict the reactants needed to synthesize it. The reactants are: [F:1][C:2]([F:21])([F:20])[C:3]1[CH:8]=[C:7]([C:9]([F:12])([F:11])[F:10])[CH:6]=[CH:5][C:4]=1[C:13]1[CH:17]=[C:16]([CH2:18]Cl)[O:15][N:14]=1.[F:22][C:23]1[C:28]([F:29])=[CH:27][CH:26]=[CH:25][C:24]=1[C:30]1[N:39]=[C:33]2[CH:34]=[N:35][NH:36][C:37]([NH2:38])=[C:32]2[N:31]=1.